This data is from Ames mutagenicity test results for genotoxicity prediction. The task is: Regression/Classification. Given a drug SMILES string, predict its toxicity properties. Task type varies by dataset: regression for continuous values (e.g., LD50, hERG inhibition percentage) or binary classification for toxic/non-toxic outcomes (e.g., AMES mutagenicity, cardiotoxicity, hepatotoxicity). Dataset: ames. (1) The compound is c1ccc(Cc2ccc(C[C@H]3CO3)cc2)cc1. The result is 1 (mutagenic). (2) The drug is CCOC(=O)c1cc2cc3c4c(c2oc1=O)CCCN4CCC3. The result is 0 (non-mutagenic).